This data is from Reaction yield outcomes from USPTO patents with 853,638 reactions. The task is: Predict the reaction yield, written as a fraction of the theoretical maximum amount of product (1.0 means a 100% yield; for example, 0.34 means a 34% yield). The reactants are [S:1]([N:11]1[CH:15]=[C:14]2[S:16][C:17](=O)[S:18][C:13]2=[CH:12]1)([C:4]1[CH:10]=[CH:9][C:7]([CH3:8])=[CH:6][CH:5]=1)(=[O:3])=[O:2].[N+:20]([C:23]1[CH:28]=[CH:27][C:26]([CH2:29][CH2:30][S:31][C:32]2[S:33][C:34](=S)[S:35][C:36]=2[S:37][CH2:38][CH2:39][C:40]2[CH:45]=[CH:44][C:43]([N+:46]([O-:48])=[O:47])=[CH:42][CH:41]=2)=[CH:25][CH:24]=1)([O-:22])=[O:21]. The catalyst is P(OCC)(OCC)OCC. The product is [N+:20]([C:23]1[CH:28]=[CH:27][C:26]([CH2:29][CH2:30][S:31][C:32]2[S:33][C:34](=[C:17]3[S:18][C:13]4=[CH:12][N:11]([S:1]([C:4]5[CH:10]=[CH:9][C:7]([CH3:8])=[CH:6][CH:5]=5)(=[O:3])=[O:2])[CH:15]=[C:14]4[S:16]3)[S:35][C:36]=2[S:37][CH2:38][CH2:39][C:40]2[CH:41]=[CH:42][C:43]([N+:46]([O-:48])=[O:47])=[CH:44][CH:45]=2)=[CH:25][CH:24]=1)([O-:22])=[O:21]. The yield is 0.160.